From a dataset of Forward reaction prediction with 1.9M reactions from USPTO patents (1976-2016). Predict the product of the given reaction. (1) Given the reactants [F:1][C:2]([F:7])([F:6])[C:3]([O-:5])=[O:4].[Cl:8][C:9]1[CH:14]=[CH:13][C:12]([C:15]([C:18]2[N:22]([C:23]3[CH:28]=[CH:27][C:26]([F:29])=[CH:25][CH:24]=3)[C:21]([S:30][CH2:31][C:32]3[C:37]([F:38])=[CH:36][C:35]([S:39]([NH:42][CH2:43][CH2:44][CH2:45][N+:46]([CH3:49])([CH3:48])[CH3:47])(=[O:41])=[O:40])=[CH:34][C:33]=3[F:50])=[N:20][CH:19]=2)([CH3:17])[CH3:16])=[CH:11][C:10]=1[O:51]C.B(Br)(Br)Br, predict the reaction product. The product is: [F:1][C:2]([F:7])([F:6])[C:3]([O-:5])=[O:4].[Cl:8][C:9]1[CH:14]=[CH:13][C:12]([C:15]([C:18]2[N:22]([C:23]3[CH:28]=[CH:27][C:26]([F:29])=[CH:25][CH:24]=3)[C:21]([S:30][CH2:31][C:32]3[C:33]([F:50])=[CH:34][C:35]([S:39]([NH:42][CH2:43][CH2:44][CH2:45][N+:46]([CH3:47])([CH3:48])[CH3:49])(=[O:41])=[O:40])=[CH:36][C:37]=3[F:38])=[N:20][CH:19]=2)([CH3:16])[CH3:17])=[CH:11][C:10]=1[OH:51]. (2) Given the reactants [CH3:1][N:2]1[CH2:7][CH2:6][C:5](=[O:8])[CH2:4][CH2:3]1.[S:9]([O:14]C)([O:12][CH3:13])(=[O:11])=[O:10], predict the reaction product. The product is: [CH3:13][O:12][S:9]([O-:14])(=[O:11])=[O:10].[CH3:1][N+:2]1([CH3:13])[CH2:7][CH2:6][C:5](=[O:8])[CH2:4][CH2:3]1. (3) Given the reactants [CH2:1]([O:4][CH2:5][CH2:6][O:7][CH2:8][CH2:9][O:10][CH2:11][CH2:12]O)[CH:2]=[CH2:3].N1C=CC=CC=1.P(Br)(Br)[Br:21].[Br-].[Na+], predict the reaction product. The product is: [CH2:1]([O:4][CH2:5][CH2:6][O:7][CH2:8][CH2:9][O:10][CH2:11][CH2:12][Br:21])[CH:2]=[CH2:3].